Dataset: Catalyst prediction with 721,799 reactions and 888 catalyst types from USPTO. Task: Predict which catalyst facilitates the given reaction. Reactant: Cl[C:2]1[CH:7]=[C:6]([O:8][CH3:9])[N:5]=[C:4]([S:10][CH3:11])[N:3]=1.[C:12]([N:19]1[CH2:24][CH2:23][CH2:22][C@@H:21]([NH2:25])[CH2:20]1)([O:14][C:15]([CH3:18])([CH3:17])[CH3:16])=[O:13]. Product: [CH3:9][O:8][C:6]1[N:5]=[C:4]([S:10][CH3:11])[N:3]=[C:2]([NH:25][C@@H:21]2[CH2:22][CH2:23][CH2:24][N:19]([C:12]([O:14][C:15]([CH3:18])([CH3:17])[CH3:16])=[O:13])[CH2:20]2)[CH:7]=1. The catalyst class is: 8.